From a dataset of Forward reaction prediction with 1.9M reactions from USPTO patents (1976-2016). Predict the product of the given reaction. Given the reactants Br[C:2]1[CH:3]=[C:4]2[C:9](=[CH:10][C:11]=1[CH3:12])[S:8][CH2:7][CH2:6][C:5]2([CH3:14])[CH3:13].[BH:15]([OH:17])[OH:16], predict the reaction product. The product is: [CH3:13][C:5]1([CH3:14])[C:4]2[C:9](=[CH:10][C:11]([CH3:12])=[CH:2][CH:3]=2)[S:8][CH:7]([B:15]([OH:17])[OH:16])[CH2:6]1.